This data is from Peptide-MHC class I binding affinity with 185,985 pairs from IEDB/IMGT. The task is: Regression. Given a peptide amino acid sequence and an MHC pseudo amino acid sequence, predict their binding affinity value. This is MHC class I binding data. (1) The peptide sequence is HESSVSWMF. The MHC is HLA-B40:01 with pseudo-sequence HLA-B40:01. The binding affinity (normalized) is 0.936. (2) The peptide sequence is HQKKNEISF. The MHC is HLA-A02:02 with pseudo-sequence HLA-A02:02. The binding affinity (normalized) is 0.